Dataset: Reaction yield outcomes from USPTO patents with 853,638 reactions. Task: Predict the reaction yield, written as a fraction of the theoretical maximum amount of product (1.0 means a 100% yield; for example, 0.34 means a 34% yield). (1) The reactants are Br[C:2]1[CH:7]=[CH:6][C:5]([Cl:8])=[C:4]([Cl:9])[CH:3]=1.[C:10]([Si:14]([CH3:30])([CH3:29])[O:15][CH2:16][CH2:17]/[CH:18]=[CH:19]/B1OC(C)(C)C(C)(C)O1)([CH3:13])([CH3:12])[CH3:11].[F-].[K+].C(P(C(C)(C)C)C1C=CC=CC=1C1C=CC=CC=1)(C)(C)C.O. The catalyst is C(OCC)(=O)C.CC([O-])=O.CC([O-])=O.[Pd+2].C1COCC1. The product is [C:10]([Si:14]([O:15][CH2:16][CH2:17]/[CH:18]=[CH:19]/[C:2]1[CH:7]=[CH:6][C:5]([Cl:8])=[C:4]([Cl:9])[CH:3]=1)([CH3:29])[CH3:30])([CH3:12])([CH3:13])[CH3:11]. The yield is 0.670. (2) The reactants are C[O:2][C:3]([C:5]1([C:8]2[CH:9]=[C:10]3[C:15](=[CH:16][CH:17]=2)[O:14][CH2:13][CH2:12][CH2:11]3)[CH2:7][CH2:6]1)=[O:4].O[Li].[OH2:20].[CH3:21][OH:22]. The catalyst is O. The product is [OH:20][C:11]1([O:22][CH3:21])[C:10]2[C:15](=[CH:16][CH:17]=[C:8]([C:5]3([C:3]([OH:2])=[O:4])[CH2:7][CH2:6]3)[CH:9]=2)[O:14][CH2:13][CH2:12]1. The yield is 0.760. (3) The reactants are [Cl:1][C:2]1[N:7]=[C:6](Cl)[C:5]([F:9])=[CH:4][N:3]=1.[CH3:10][Mg]Br.CCOCC. The catalyst is C1COCC1.CN1C(=O)CCC1. The product is [Cl:1][C:2]1[N:7]=[C:6]([CH3:10])[C:5]([F:9])=[CH:4][N:3]=1. The yield is 0.480. (4) The reactants are [F:1][C:2]([F:29])([F:28])[C:3]1[CH:8]=[CH:7][C:6](/[CH:9]=[CH:10]/[CH:11]=[CH:12]/[C@H:13]2[CH2:18][CH2:17][C@H:16]([S:19][CH2:20][C:21]3[CH:26]=[CH:25][C:24]([Cl:27])=[CH:23][CH:22]=3)[CH2:15][CH2:14]2)=[CH:5][CH:4]=1.ClC1C=CC=C(C(OO)=[O:38])C=1.S([O-])([O-])=O.[Na+].[Na+].C(OCC)(=O)C. The catalyst is C(Cl)Cl. The product is [F:29][C:2]([F:1])([F:28])[C:3]1[CH:4]=[CH:5][C:6](/[CH:9]=[CH:10]/[CH:11]=[CH:12]/[C@H:13]2[CH2:14][CH2:15][C@H:16]([S:19]([CH2:20][C:21]3[CH:22]=[CH:23][C:24]([Cl:27])=[CH:25][CH:26]=3)=[O:38])[CH2:17][CH2:18]2)=[CH:7][CH:8]=1. The yield is 0.770.